From a dataset of Full USPTO retrosynthesis dataset with 1.9M reactions from patents (1976-2016). Predict the reactants needed to synthesize the given product. Given the product [CH:58]1([C:6]([CH:3]2[CH2:4][CH2:5]2)([OH:57])[CH2:7][CH2:8][NH:9][C@:10]23[CH2:53][CH2:52][C@@H:51]([C:54]([CH3:56])=[CH2:55])[C@@H:11]2[C@@H:12]2[C@@:25]([CH3:28])([CH2:26][CH2:27]3)[C@@:24]3([CH3:29])[C@@H:15]([C@:16]4([CH3:50])[C@@H:21]([CH2:22][CH2:23]3)[C:20]([CH3:30])([CH3:31])[C:19]([C:32]3[CH2:37][CH2:36][C@@:35]([CH2:48][F:49])([C:38]([OH:40])=[O:39])[CH2:34][CH:33]=3)=[CH:18][CH2:17]4)[CH2:14][CH2:13]2)[CH2:60][CH2:59]1, predict the reactants needed to synthesize it. The reactants are: [OH-].[Na+].[CH:3]1([C:6]([CH:58]2[CH2:60][CH2:59]2)([OH:57])[CH2:7][CH2:8][NH:9][C@:10]23[CH2:53][CH2:52][C@@H:51]([C:54]([CH3:56])=[CH2:55])[C@@H:11]2[C@@H:12]2[C@@:25]([CH3:28])([CH2:26][CH2:27]3)[C@@:24]3([CH3:29])[C@@H:15]([C@:16]4([CH3:50])[C@@H:21]([CH2:22][CH2:23]3)[C:20]([CH3:31])([CH3:30])[C:19]([C:32]3[CH2:37][CH2:36][C@@:35]([CH2:48][F:49])([C:38]([O:40]CC5C=CC=CC=5)=[O:39])[CH2:34][CH:33]=3)=[CH:18][CH2:17]4)[CH2:14][CH2:13]2)[CH2:5][CH2:4]1.